Dataset: Forward reaction prediction with 1.9M reactions from USPTO patents (1976-2016). Task: Predict the product of the given reaction. (1) Given the reactants C([O:8][P:9]([CH2:19][CH:20]([CH2:25][CH:26]([F:31])[C:27]([O:29]C)=[O:28])[C:21]([O:23]C)=[O:22])([O:11]CC1C=CC=CC=1)=[O:10])C1C=CC=CC=1, predict the reaction product. The product is: [F:31][CH:26]([CH2:25][CH:20]([CH2:19][P:9]([OH:10])([OH:11])=[O:8])[C:21]([OH:23])=[O:22])[C:27]([OH:29])=[O:28]. (2) Given the reactants [Cl:1][C:2]1[CH:7]=[CH:6][C:5]([N:8]2[CH2:13][CH2:12][NH:11][CH2:10][CH2:9]2)=[CH:4][CH:3]=1.[CH2:14]1[CH2:20][S:17](=[O:19])(=[O:18])[O:16][CH2:15]1, predict the reaction product. The product is: [Cl:1][C:2]1[CH:3]=[CH:4][C:5]([N:8]2[CH2:13][CH2:12][N:11]([CH2:15][CH2:14][CH2:20][S:17]([OH:19])(=[O:18])=[O:16])[CH2:10][CH2:9]2)=[CH:6][CH:7]=1. (3) Given the reactants [H-].[Na+].[Cl:3][C:4]1[CH:9]=[CH:8][CH:7]=[CH:6][C:5]=1[OH:10].[CH3:11][C:12]1([CH3:30])[O:16][N:15]=[C:14]([S:17][CH2:18][C:19]2[C:20]([C:26]([F:29])([F:28])[F:27])=[N:21][N:22]([CH3:25])[C:23]=2F)[CH2:13]1.O, predict the reaction product. The product is: [Cl:3][C:4]1[CH:9]=[CH:8][CH:7]=[CH:6][C:5]=1[O:10][C:23]1[N:22]([CH3:25])[N:21]=[C:20]([C:26]([F:28])([F:27])[F:29])[C:19]=1[CH2:18][S:17][C:14]1[CH2:13][C:12]([CH3:30])([CH3:11])[O:16][N:15]=1. (4) Given the reactants [C:1]([C:5]1[CH:33]=[CH:32][C:8]([C:9]([NH:11][CH2:12][C:13]2[CH:18]=[CH:17][C:16]([C:19]3[C:20]4[CH:27]=[C:26]([C:28]([OH:30])=O)[NH:25][C:21]=4[N:22]=[CH:23][N:24]=3)=[CH:15][C:14]=2[F:31])=[O:10])=[CH:7][CH:6]=1)([CH3:4])([CH3:3])[CH3:2].[CH3:34][N:35]([CH3:39])[CH2:36][CH2:37][NH2:38].CCN(C(C)C)C(C)C.CCCP1(OP(CCC)(=O)OP(CCC)(=O)O1)=O, predict the reaction product. The product is: [CH3:34][N:35]([CH3:39])[CH2:36][CH2:37][NH:38][C:28]([C:26]1[NH:25][C:21]2[N:22]=[CH:23][N:24]=[C:19]([C:16]3[CH:17]=[CH:18][C:13]([CH2:12][NH:11][C:9](=[O:10])[C:8]4[CH:32]=[CH:33][C:5]([C:1]([CH3:2])([CH3:3])[CH3:4])=[CH:6][CH:7]=4)=[C:14]([F:31])[CH:15]=3)[C:20]=2[CH:27]=1)=[O:30]. (5) Given the reactants Br[CH2:2][CH2:3][CH:4]=[C:5]1[C:11]2[CH:12]=[CH:13][CH:14]=[CH:15][C:10]=2[CH2:9][CH2:8][C:7]2[CH:16]=[CH:17][CH:18]=[CH:19][C:6]1=2.[N-:20]=[N+:21]=[N-:22].[Na+].[Na+].[Cl-], predict the reaction product. The product is: [N:20]([CH2:2][CH2:3][CH:4]=[C:5]1[C:11]2[CH:12]=[CH:13][CH:14]=[CH:15][C:10]=2[CH2:9][CH2:8][C:7]2[CH:16]=[CH:17][CH:18]=[CH:19][C:6]1=2)=[N+:21]=[N-:22]. (6) Given the reactants [CH:1]1([OH:11])[CH:10]2[CH:5]([CH2:6][CH2:7][CH2:8][CH2:9]2)[CH2:4][CH2:3][CH2:2]1.[C:12]([O:15][CH:16]1[CH:21]([N:22]([CH3:24])[CH3:23])[CH2:20][CH:19]([CH3:25])[O:18][CH:17]1F)(=[O:14])[CH3:13].B(F)(F)F.CCOCC, predict the reaction product. The product is: [C:12]([O:15][CH:16]1[CH:21]([N:22]([CH3:23])[CH3:24])[CH2:20][CH:19]([CH3:25])[O:18][CH:17]1[O:11][CH:1]1[CH:10]2[CH:5]([CH2:6][CH2:7][CH2:8][CH2:9]2)[CH2:4][CH2:3][CH2:2]1)(=[O:14])[CH3:13]. (7) Given the reactants Cl.[Br:2][C:3]1[CH:4]=[CH:5][CH:6]=[C:7]2[C:12]=1[CH2:11][NH:10][CH2:9][C:8]2=[O:13].C(O)C.[CH3:17][C:18]([O:21][C:22](O[C:22]([O:21][C:18]([CH3:20])([CH3:19])[CH3:17])=[O:23])=[O:23])([CH3:20])[CH3:19].CCN(C(C)C)C(C)C, predict the reaction product. The product is: [Br:2][C:3]1[CH:4]=[CH:5][CH:6]=[C:7]2[C:12]=1[CH2:11][N:10]([C:22]([O:21][C:18]([CH3:20])([CH3:19])[CH3:17])=[O:23])[CH2:9][C:8]2=[O:13].